Dataset: Catalyst prediction with 721,799 reactions and 888 catalyst types from USPTO. Task: Predict which catalyst facilitates the given reaction. (1) Reactant: [CH3:1][C@@H:2]1[NH:7][CH2:6][CH2:5][N:4]([S:8]([C:11]2[CH:16]=[CH:15][C:14]([C:17]([F:20])([F:19])[F:18])=[CH:13][CH:12]=2)(=[O:10])=[O:9])[CH2:3]1.CCN(C(C)C)C(C)C.C1C=CC2N(O)N=NC=2C=1.O.CN(C(ON1N=NC2C=CC=CC1=2)=[N+](C)C)C.F[P-](F)(F)(F)(F)F.[CH3:65][C:66]1[N:71]=[CH:70][C:69]([C:72](O)=[O:73])=[CH:68][CH:67]=1. Product: [CH3:1][C@H:2]1[CH2:3][N:4]([S:8]([C:11]2[CH:12]=[CH:13][C:14]([C:17]([F:20])([F:18])[F:19])=[CH:15][CH:16]=2)(=[O:9])=[O:10])[CH2:5][CH2:6][N:7]1[C:72]([C:69]1[CH:70]=[N:71][C:66]([CH3:65])=[CH:67][CH:68]=1)=[O:73]. The catalyst class is: 3. (2) Reactant: C[Mg]Br.[C:4]1(C)C=CC=CC=1.[F:11][C:12]1[CH:13]=[C:14]([CH:17]=[CH:18][C:19]=1[C:20]1[N:24]([CH3:25])[C:23]([C:26]([CH3:38])([O:28][C:29]2[C:34]([F:35])=[CH:33][C:32]([F:36])=[CH:31][C:30]=2[F:37])[CH3:27])=[N:22][N:21]=1)[CH:15]=[O:16].[Cl-:39].[NH4+].Cl.O1CCOCC1.Cl. The catalyst class is: 56. Product: [ClH:39].[F:11][C:12]1[CH:13]=[C:14]([CH:15]([OH:16])[CH3:4])[CH:17]=[CH:18][C:19]=1[C:20]1[N:24]([CH3:25])[C:23]([C:26]([CH3:38])([O:28][C:29]2[C:30]([F:37])=[CH:31][C:32]([F:36])=[CH:33][C:34]=2[F:35])[CH3:27])=[N:22][N:21]=1. (3) Reactant: [Br:1][C:2]1[CH:3]=[C:4]([C:11]([OH:13])=O)[C:5]2[N:6]([N:8]=[CH:9][N:10]=2)[CH:7]=1.[NH2:14][C:15]1[S:16][CH:17]=[C:18]([CH3:20])[N:19]=1.P(Cl)(Cl)(Cl)=O. Product: [Br:1][C:2]1[CH:3]=[C:4]([C:11]([NH:14][C:15]2[S:16][CH:17]=[C:18]([CH3:20])[N:19]=2)=[O:13])[C:5]2[N:6]([N:8]=[CH:9][N:10]=2)[CH:7]=1. The catalyst class is: 17. (4) Reactant: [CH3:1][O:2][C:3](=[O:35])[C@@H:4]([NH:14][C:15]([C:17]1[C:18]([CH3:34])=[N:19][C:20]([NH:23][CH2:24][CH2:25][CH2:26][C:27]2[CH:32]=[CH:31][CH:30]=[C:29]([OH:33])[CH:28]=2)=[N:21][CH:22]=1)=[O:16])[CH2:5][NH:6][C:7](OC(C)(C)C)=[O:8].[C:36](O)([C:38](F)(F)F)=O.C(N(CC)CC)C.[S:50]1[CH:54]=CC=[C:51]1C(O)=O.CN(C(ON1N=NC2C=CC=CC1=2)=[N+](C)C)C.F[P-](F)(F)(F)(F)F.C1C=CC2N(O)N=NC=2C=1. Product: [CH3:1][O:2][C:3](=[O:35])[C@@H:4]([NH:14][C:15]([C:17]1[C:18]([CH3:34])=[N:19][C:20]([NH:23][CH2:24][CH2:25][CH2:26][C:27]2[CH:32]=[CH:31][CH:30]=[C:29]([OH:33])[CH:28]=2)=[N:21][CH:22]=1)=[O:16])[CH2:5][NH:6][C:7]([C:51]1[S:50][CH:54]=[CH:36][CH:38]=1)=[O:8]. The catalyst class is: 2. (5) Reactant: [N:1]#[C:2][Br:3].[NH2:4][C:5]1[C:6]([Cl:25])=[N:7][C:8]2[C:13]([C:14]=1[NH:15][CH2:16][C:17]([NH:20][S:21]([CH3:24])(=[O:23])=[O:22])([CH3:19])[CH3:18])=[CH:12][CH:11]=[CH:10][CH:9]=2.O. Product: [BrH:3].[NH2:1][C:2]1[N:15]([CH2:16][C:17]([NH:20][S:21]([CH3:24])(=[O:22])=[O:23])([CH3:19])[CH3:18])[C:14]2[C:13]3[CH:12]=[CH:11][CH:10]=[CH:9][C:8]=3[N:7]=[C:6]([Cl:25])[C:5]=2[N:4]=1. The catalyst class is: 8. (6) Reactant: [OH:1]S(O)(=O)=O.[C:6]([C@:8]([NH:19][C@H:20]([C:24]1[CH:29]=[CH:28][CH:27]=[CH:26][CH:25]=1)[C:21]([NH2:23])=[O:22])([CH3:18])[CH2:9][C:10]1[CH:15]=[CH:14][C:13]([O:16][CH3:17])=[CH:12][CH:11]=1)#[N:7]. Product: [C:21]([C@H:20]([NH:19][C@@:8]([CH3:18])([CH2:9][C:10]1[CH:11]=[CH:12][C:13]([O:16][CH3:17])=[CH:14][CH:15]=1)[C:6]([NH2:7])=[O:1])[C:24]1[CH:29]=[CH:28][CH:27]=[CH:26][CH:25]=1)(=[O:22])[NH2:23]. The catalyst class is: 2. (7) Product: [Br:2][C:3]1[CH:4]=[C:5]([CH:9]([S:26]([C:23]2[CH:24]=[CH:25][C:20]([CH3:19])=[CH:21][CH:22]=2)(=[O:28])=[O:27])[CH2:10][NH2:11])[CH:6]=[CH:7][CH:8]=1. The catalyst class is: 1. Reactant: Cl.[Br:2][C:3]1[CH:4]=[C:5]([CH2:9][CH2:10][NH2:11])[CH:6]=[CH:7][CH:8]=1.C(N(CC)CC)C.[CH3:19][C:20]1[CH:25]=[CH:24][C:23]([S:26](Cl)(=[O:28])=[O:27])=[CH:22][CH:21]=1.